Dataset: Catalyst prediction with 721,799 reactions and 888 catalyst types from USPTO. Task: Predict which catalyst facilitates the given reaction. (1) Reactant: [C:1]([C:5]1[CH:10]=[CH:9][C:8]([N:11]2[CH2:19][C:18]3[C:13](=[C:14]([OH:20])[CH:15]=[CH:16][CH:17]=3)[C:12]2=[O:21])=[CH:7][CH:6]=1)([CH3:4])([CH3:3])[CH3:2].C(Cl)Cl.C1C=CC(N([S:32]([C:35]([F:38])([F:37])[F:36])(=[O:34])=[O:33])[S:32]([C:35]([F:38])([F:37])[F:36])(=[O:34])=[O:33])=CC=1. Product: [C:1]([C:5]1[CH:10]=[CH:9][C:8]([N:11]2[C:12](=[O:21])[C:13]3[C:18](=[CH:17][CH:16]=[CH:15][C:14]=3[O:20][S:32]([C:35]([F:38])([F:37])[F:36])(=[O:34])=[O:33])[CH2:19]2)=[CH:7][CH:6]=1)([CH3:4])([CH3:2])[CH3:3]. The catalyst class is: 424. (2) Product: [CH3:41][O:40][N:39]([CH3:38])[C:22]([C:20]1[CH:21]=[C:8]2[N:7]=[C:6]([N:1]3[CH2:2][CH2:3][CH2:4][CH2:5]3)[CH:11]=[C:10]([NH:12][CH:13]3[CH2:14][CH2:15][O:16][CH2:17][CH2:18]3)[N:9]2[N:19]=1)=[O:24]. Reactant: [N:1]1([C:6]2[CH:11]=[C:10]([NH:12][CH:13]3[CH2:18][CH2:17][O:16][CH2:15][CH2:14]3)[N:9]3[N:19]=[C:20]([C:22]([OH:24])=O)[CH:21]=[C:8]3[N:7]=2)[CH2:5][CH2:4][CH2:3][CH2:2]1.Cl.C(N=C=NCCCN(C)C)C.Cl.[CH3:38][NH:39][O:40][CH3:41].C(N(CC)CC)C.C(=O)(O)[O-].[Na+]. The catalyst class is: 4. (3) Reactant: [CH3:1][O:2][C:3]1[CH:4]=[CH:5][C:6]([F:12])=[C:7]([CH:11]=1)[CH2:8][C:9]#[N:10].[O-]CC.[Na+].[CH:17](=O)[C:18]1[CH:23]=[CH:22][CH:21]=[CH:20][CH:19]=1. Product: [F:12][C:6]1[CH:5]=[CH:4][C:3]([O:2][CH3:1])=[CH:11][C:7]=1[C:8](=[CH:17][C:18]1[CH:23]=[CH:22][CH:21]=[CH:20][CH:19]=1)[C:9]#[N:10]. The catalyst class is: 8. (4) Reactant: [CH3:1][O:2][C:3](=[O:12])[C:4]1[CH:9]=[CH:8][C:7](F)=[CH:6][C:5]=1[Br:11].[CH2:13]([C:15]1[CH:20]=[CH:19][C:18](O)=[CH:17][CH:16]=1)[CH3:14].C(=O)([O-])[O-:23].[K+].[K+].[Cl-].[NH4+]. Product: [CH3:1][O:2][C:3](=[O:12])[C:4]1[CH:9]=[CH:8][C:7]([O:23][C:16]2[CH:17]=[CH:18][CH:19]=[CH:20][C:15]=2[CH2:13][CH3:14])=[CH:6][C:5]=1[Br:11]. The catalyst class is: 3. (5) Reactant: C(=O)([O-])[O-].[Cs+].[Cs+].[NH2:7][CH:8]1[CH2:13][CH2:12][CH:11]([CH2:14][C@H:15]([NH:19][C:20]([O:22][C:23]([CH3:26])([CH3:25])[CH3:24])=[O:21])[C:16]([OH:18])=[O:17])[CH2:10][CH2:9]1.Cl[C:28]1[N:33]=[C:32]([C:34]2[CH:39]=[CH:38][CH:37]=[CH:36][CH:35]=2)[C:31]([C:40]2[CH:45]=[CH:44][CH:43]=[CH:42][CH:41]=2)=[CH:30][N:29]=1. Product: [C:23]([O:22][C:20]([NH:19][C@@H:15]([CH2:14][CH:11]1[CH2:10][CH2:9][CH:8]([NH:7][C:28]2[N:33]=[C:32]([C:34]3[CH:39]=[CH:38][CH:37]=[CH:36][CH:35]=3)[C:31]([C:40]3[CH:41]=[CH:42][CH:43]=[CH:44][CH:45]=3)=[CH:30][N:29]=2)[CH2:13][CH2:12]1)[C:16]([OH:18])=[O:17])=[O:21])([CH3:26])([CH3:25])[CH3:24]. The catalyst class is: 9.